The task is: Predict the reactants needed to synthesize the given product.. This data is from Full USPTO retrosynthesis dataset with 1.9M reactions from patents (1976-2016). (1) Given the product [NH2:1][C:2]1[N:3]=[CH:4][C:5]2[CH2:11][N:10]([C:12]3[C:13](=[O:19])[N:14]([C:27]4[CH:28]=[CH:29][C:24]([C:20]([CH3:23])([CH3:22])[CH3:21])=[CH:25][CH:26]=4)[CH:15]=[CH:16][C:17]=3[CH3:18])[CH2:9][CH2:8][C:6]=2[N:7]=1, predict the reactants needed to synthesize it. The reactants are: [NH2:1][C:2]1[N:3]=[CH:4][C:5]2[CH2:11][N:10]([C:12]3[C:13](=[O:19])[NH:14][CH:15]=[CH:16][C:17]=3[CH3:18])[CH2:9][CH2:8][C:6]=2[N:7]=1.[C:20]([C:24]1[CH:29]=[CH:28][C:27](I)=[CH:26][CH:25]=1)([CH3:23])([CH3:22])[CH3:21].CNCCNC.[O-]P([O-])([O-])=O.[K+].[K+].[K+]. (2) Given the product [NH2:26][C:8]1[N:7]=[C:6]([O:5][CH2:1][CH2:2][CH2:3][CH3:4])[N:14]=[C:13]2[C:9]=1[NH:10][C:11](=[O:24])[N:12]2[CH2:15][CH2:16][CH2:17][CH:18]1[CH2:23][CH2:22][CH2:21][N:20]([CH2:29][CH2:28][CH:30]2[CH2:35][CH2:34][CH2:33][CH2:32][CH2:31]2)[CH2:19]1, predict the reactants needed to synthesize it. The reactants are: [CH2:1]([O:5][C:6]1[N:14]=[C:13]2[C:9]([N:10]=[C:11]([O:24]C)[N:12]2[CH2:15][CH2:16][CH2:17][CH:18]2[CH2:23][CH2:22][CH2:21][NH:20][CH2:19]2)=[C:8]([NH2:26])[N:7]=1)[CH2:2][CH2:3][CH3:4].I[CH:28]([CH:30]1[CH2:35][CH2:34][CH2:33][CH2:32][CH2:31]1)[CH3:29]. (3) Given the product [Cl:12][C:13]1[CH:14]=[C:15]([CH:18]=[O:22])[S:16][C:17]=1[CH:27]([C:26]1[CH:29]=[CH:30][CH:31]=[C:24]([Cl:23])[CH:25]=1)[OH:28], predict the reactants needed to synthesize it. The reactants are: [Li]CCCC.CCCCCC.[Cl:12][C:13]1[CH:14]=[C:15]([CH:18]2[O:22]CCO2)[S:16][CH:17]=1.[Cl:23][C:24]1[CH:25]=[C:26]([CH:29]=[CH:30][CH:31]=1)[CH:27]=[O:28].[NH4+].[Cl-]. (4) Given the product [CH3:28][C:2]1[CH:3]=[C:4]([C:21]2[N:25]([CH3:26])[N:24]=[CH:23][CH:22]=2)[C:5]2[O:10][CH2:9][CH:8]([C:11]3[CH:16]=[CH:15][CH:14]=[CH:13][CH:12]=3)[N:7]3[C:17](=[O:20])[NH:18][C:19]=1[C:6]=23, predict the reactants needed to synthesize it. The reactants are: Br[C:2]1[CH:3]=[C:4]([C:21]2[N:25]([CH3:26])[N:24]=[CH:23][CH:22]=2)[C:5]2[O:10][CH2:9][CH:8]([C:11]3[CH:16]=[CH:15][CH:14]=[CH:13][CH:12]=3)[N:7]3[C:17](=[O:20])[NH:18][C:19]=1[C:6]=23.[Cl-].[CH3:28][Zn+]. (5) Given the product [CH2:1]([O:8][C:9]1[C:14]([N+:15]([O-:17])=[O:16])=[C:13]([C:21]2[CH:22]=[C:23]([F:29])[C:24]([N:26]([CH3:27])[CH3:28])=[CH:25][C:20]=2[Cl:19])[CH:12]=[CH:11][N:10]=1)[C:2]1[CH:7]=[CH:6][CH:5]=[CH:4][CH:3]=1, predict the reactants needed to synthesize it. The reactants are: [CH2:1]([O:8][C:9]1[C:14]([N+:15]([O-:17])=[O:16])=[C:13](Cl)[CH:12]=[CH:11][N:10]=1)[C:2]1[CH:7]=[CH:6][CH:5]=[CH:4][CH:3]=1.[Cl:19][C:20]1[CH:25]=[C:24]([N:26]([CH3:28])[CH3:27])[C:23]([F:29])=[CH:22][C:21]=1B(O)O. (6) Given the product [CH3:30][O:29][CH2:28][N:8]1[C:6]2=[N:7][C:2]([N:20]3[CH2:25][CH2:24][O:23][CH2:22][CH2:21]3)=[CH:3][CH:4]=[C:5]2[N:10]=[C:9]1[C:11]1[S:12][C:13]2[C:19]([N:20]3[CH2:25][CH2:24][O:23][CH2:22][CH2:21]3)=[CH:18][CH:17]=[C:16]([O:26][CH3:27])[C:14]=2[N:15]=1, predict the reactants needed to synthesize it. The reactants are: Cl[C:2]1[N:7]=[C:6]2[N:8]([CH2:28][O:29][CH3:30])[C:9]([C:11]3[S:12][C:13]4[C:19]([N:20]5[CH2:25][CH2:24][O:23][CH2:22][CH2:21]5)=[CH:18][CH:17]=[C:16]([O:26][CH3:27])[C:14]=4[N:15]=3)=[N:10][C:5]2=[CH:4][CH:3]=1. (7) Given the product [Cl:1][C:2]1[N:11]=[C:10]2[C:5]([CH2:6][CH2:7][CH2:8][N:9]2[C:17]([O:16][C:13]([CH3:15])([CH3:14])[CH3:12])=[O:18])=[CH:4][CH:3]=1, predict the reactants needed to synthesize it. The reactants are: [Cl:1][C:2]1[N:11]=[C:10]2[C:5]([CH2:6][CH2:7][CH2:8][NH:9]2)=[CH:4][CH:3]=1.[CH3:12][C:13]([O:16][C:17](O[C:17]([O:16][C:13]([CH3:15])([CH3:14])[CH3:12])=[O:18])=[O:18])([CH3:15])[CH3:14].O. (8) Given the product [Br:21][C:20]([Br:24])=[CH:25][C@H:27]1[CH2:32][N:31]([C:33]([O:35][C:36]([CH3:37])([CH3:38])[CH3:39])=[O:34])[CH2:30][CH2:29][N:28]1[C:40]([O:42][CH2:43][C:44]1[CH:49]=[CH:48][CH:47]=[CH:46][CH:45]=1)=[O:41], predict the reactants needed to synthesize it. The reactants are: C1(P(C2C=CC=CC=2)C2C=CC=CC=2)C=CC=CC=1.[C:20]([Br:24])(Br)(Br)[Br:21].[CH:25]([C@H:27]1[CH2:32][N:31]([C:33]([O:35][C:36]([CH3:39])([CH3:38])[CH3:37])=[O:34])[CH2:30][CH2:29][N:28]1[C:40]([O:42][CH2:43][C:44]1[CH:49]=[CH:48][CH:47]=[CH:46][CH:45]=1)=[O:41])=O. (9) Given the product [F:21][CH:11]1[C:12](=[O:15])[CH2:13][CH2:14][N:9]([C:8]2[NH:7][N:6]=[CH:5][C:4]=2[N+:1]([O-:3])=[O:2])[CH2:10]1, predict the reactants needed to synthesize it. The reactants are: [N+:1]([C:4]1[CH:5]=[N:6][NH:7][C:8]=1[N:9]1[CH2:14][CH:13]=[C:12]([O:15][Si](C)(C)C)[CH2:11][CH2:10]1)([O-:3])=[O:2].[B-](F)(F)(F)[F:21].[B-](F)(F)(F)F.C1[N+]2(CCl)CC[N+](F)(CC2)C1.